This data is from Catalyst prediction with 721,799 reactions and 888 catalyst types from USPTO. The task is: Predict which catalyst facilitates the given reaction. (1) Reactant: C([O:3][C:4](=[O:41])[CH2:5][O:6][C:7]1[CH:12]=[CH:11][C:10]([S:13][C:14]2[CH:19]=[C:18]([O:20][C:21]3[C:26]([C:27]([F:30])([F:29])[F:28])=[CH:25][CH:24]=[CH:23][N:22]=3)[CH:17]=[C:16]([C:31]#[C:32][CH2:33][N:34]3[CH2:39][CH2:38][O:37][CH2:36][CH2:35]3)[CH:15]=2)=[CH:9][C:8]=1[CH3:40])C.[OH-].[Na+].Cl. Product: [CH3:40][C:8]1[CH:9]=[C:10]([S:13][C:14]2[CH:19]=[C:18]([O:20][C:21]3[C:26]([C:27]([F:28])([F:29])[F:30])=[CH:25][CH:24]=[CH:23][N:22]=3)[CH:17]=[C:16]([C:31]#[C:32][CH2:33][N:34]3[CH2:39][CH2:38][O:37][CH2:36][CH2:35]3)[CH:15]=2)[CH:11]=[CH:12][C:7]=1[O:6][CH2:5][C:4]([OH:41])=[O:3]. The catalyst class is: 8. (2) Reactant: [N+:1]([C:4]1[CH:9]=[CH:8][CH:7]=[CH:6][C:5]=1[NH:10][C:11]1[N:16]=[C:15]([N:17]2[CH2:22][CH2:21][CH2:20][CH:19]([NH:23]C(=O)OC(C)(C)C)[CH2:18]2)[CH:14]=[CH:13][N:12]=1)([O-:3])=[O:2].C(O)(C(F)(F)F)=O.NC1CCCN(C2C=CN=C(NC3C=CC=CC=3[N+]([O-])=O)N=2)C1.[CH2:61]([S:64](Cl)(=[O:66])=[O:65])[CH2:62][CH3:63].C(N(CC)CC)C. Product: [N+:1]([C:4]1[CH:9]=[CH:8][CH:7]=[CH:6][C:5]=1[NH:10][C:11]1[N:16]=[C:15]([N:17]2[CH2:22][CH2:21][CH2:20][CH:19]([NH:23][S:64]([CH2:61][CH2:62][CH3:63])(=[O:66])=[O:65])[CH2:18]2)[CH:14]=[CH:13][N:12]=1)([O-:3])=[O:2]. The catalyst class is: 2. (3) Reactant: [CH:1]1[CH:6]=[N:5][CH:4]=[C:3]([CH2:7][C:8]([P:14]([O-:17])([OH:16])=[O:15])([P:10]([OH:13])([OH:12])=[O:11])[OH:9])[CH:2]=1.[Na+:18]. Product: [CH:1]1[CH:6]=[N:5][CH:4]=[C:3]([CH2:7][C:8]([P:10]([OH:12])([OH:13])=[O:11])([P:14]([OH:17])([OH:16])=[O:15])[OH:9])[CH:2]=1.[CH:1]1[CH:6]=[N:5][CH:4]=[C:3]([CH2:7][C:8]([P:10]([O-:12])([OH:13])=[O:11])([P:14]([OH:17])([OH:16])=[O:15])[OH:9])[CH:2]=1.[Na+:18]. The catalyst class is: 6. (4) Reactant: [C:1]([O:5][C:6]([C:8]1[CH:34]=[CH:33][C:11]([CH2:12][N:13]2[C:17]([CH3:18])=[C:16]([C:19]3[CH:24]=[CH:23][C:22]([C:25]#[N:26])=[C:21]([Cl:27])[CH:20]=3)[C:15]([C:28]([O:30]CC)=[O:29])=[N:14]2)=[CH:10][CH:9]=1)=[O:7])([CH3:4])([CH3:3])[CH3:2].[OH-].[Na+].C(O)(=O)CC(CC(O)=O)(C(O)=O)O. Product: [C:1]([O:5][C:6]([C:8]1[CH:9]=[CH:10][C:11]([CH2:12][N:13]2[C:17]([CH3:18])=[C:16]([C:19]3[CH:24]=[CH:23][C:22]([C:25]#[N:26])=[C:21]([Cl:27])[CH:20]=3)[C:15]([C:28]([OH:30])=[O:29])=[N:14]2)=[CH:33][CH:34]=1)=[O:7])([CH3:4])([CH3:2])[CH3:3]. The catalyst class is: 5. (5) Reactant: [CH3:1][CH:2]([CH3:6])[C@@H:3]([NH2:5])[CH3:4].[CH2:7]=[C:8]1[O:12][C:10](=[O:11])[CH2:9]1. Product: [CH3:1][CH:2]([CH3:6])[C@@H:3]([NH:5][C:10](=[O:11])[CH2:9][C:8](=[O:12])[CH3:7])[CH3:4]. The catalyst class is: 5.